Dataset: Catalyst prediction with 721,799 reactions and 888 catalyst types from USPTO. Task: Predict which catalyst facilitates the given reaction. Reactant: [Cl:1][C:2]1[CH:7]=[CH:6][C:5]([C:8](=[O:10])[CH3:9])=[CH:4][C:3]=1[F:11].[Br-:12].[Br-].[Br-].C([N+](CCCC)(CCCC)CCCC)CCC.C([N+](CCCC)(CCCC)CCCC)CCC.C([N+](CCCC)(CCCC)CCCC)CCC.CCCCCC.C(OCC)(=O)C. Product: [Br:12][CH2:9][C:8]([C:5]1[CH:6]=[CH:7][C:2]([Cl:1])=[C:3]([F:11])[CH:4]=1)=[O:10]. The catalyst class is: 61.